This data is from Full USPTO retrosynthesis dataset with 1.9M reactions from patents (1976-2016). The task is: Predict the reactants needed to synthesize the given product. (1) Given the product [Cl:1][C:2]1[CH:3]=[C:4]2[C:10]([C:31]3[N:36]=[C:35]([NH:37][CH2:38][C@H:39]4[CH2:44][CH2:43][CH2:42][N:41]([C:45]([O:47][C:48]([CH3:50])([CH3:49])[CH3:51])=[O:46])[CH2:40]4)[C:34]([F:52])=[CH:33][N:32]=3)=[CH:9][NH:8][C:5]2=[N:6][CH:7]=1, predict the reactants needed to synthesize it. The reactants are: [Cl:1][C:2]1[CH:3]=[C:4]2[C:10](B3OC(C)(C)C(C)(C)O3)=[CH:9][N:8](S(C3C=CC(C)=CC=3)(=O)=O)[C:5]2=[N:6][CH:7]=1.Cl[C:31]1[N:36]=[C:35]([NH:37][CH2:38][C@H:39]2[CH2:44][CH2:43][CH2:42][N:41]([C:45]([O:47][C:48]([CH3:51])([CH3:50])[CH3:49])=[O:46])[CH2:40]2)[C:34]([F:52])=[CH:33][N:32]=1.C([O-])([O-])=O.[K+].[K+]. (2) Given the product [C:1]([O:4][C@H:5]1[C@H:10]([NH:11][C:12]([NH:30][CH2:27][C:28]#[CH:29])=[S:13])[C@@H:9]([O:14][C:15](=[O:17])[CH3:16])[C@@H:8]([O:18][C:19](=[O:21])[CH3:20])[C@@H:7]([CH2:22][O:23][C:24](=[O:26])[CH3:25])[O:6]1)(=[O:3])[CH3:2], predict the reactants needed to synthesize it. The reactants are: [C:1]([O:4][C@H:5]1[C@H:10]([N:11]=[C:12]=[S:13])[C@@H:9]([O:14][C:15](=[O:17])[CH3:16])[C@@H:8]([O:18][C:19](=[O:21])[CH3:20])[C@@H:7]([CH2:22][O:23][C:24](=[O:26])[CH3:25])[O:6]1)(=[O:3])[CH3:2].[CH2:27]([NH2:30])[C:28]#[CH:29].